From a dataset of Retrosynthesis with 50K atom-mapped reactions and 10 reaction types from USPTO. Predict the reactants needed to synthesize the given product. Given the product Cn1c(Cn2ccc(C(F)(F)F)c(Oc3cc(Cl)cc(C#N)c3)c2=O)n[nH]c1=O, predict the reactants needed to synthesize it. The reactants are: CI.N#Cc1cc(Cl)cc(Oc2c(C(F)(F)F)ccn(Cc3n[nH]c(=O)[nH]3)c2=O)c1.